Dataset: Full USPTO retrosynthesis dataset with 1.9M reactions from patents (1976-2016). Task: Predict the reactants needed to synthesize the given product. Given the product [OH:34][CH:29]([CH2:31][OH:30])[CH2:28][O:27][C:24]1[CH:25]=[CH:26][C:21]([N:3]2[C:2]([CH3:32])([CH3:1])[C:6](=[O:7])[N:5]([C:8]3[CH:15]=[CH:14][C:11]([C:12]#[N:13])=[C:10]([C:16]([F:17])([F:18])[F:19])[CH:9]=3)[C:4]2=[S:20])=[CH:22][CH:23]=1, predict the reactants needed to synthesize it. The reactants are: [CH3:1][C:2]1([CH3:32])[C:6](=[O:7])[N:5]([C:8]2[CH:15]=[CH:14][C:11]([C:12]#[N:13])=[C:10]([C:16]([F:19])([F:18])[F:17])[CH:9]=2)[C:4](=[S:20])[N:3]1[C:21]1[CH:26]=[CH:25][C:24]([O:27][CH2:28][CH:29]2[CH2:31][O:30]2)=[CH:23][CH:22]=1.S(=O)(=O)(O)[OH:34].Cl.